Dataset: Reaction yield outcomes from USPTO patents with 853,638 reactions. Task: Predict the reaction yield, written as a fraction of the theoretical maximum amount of product (1.0 means a 100% yield; for example, 0.34 means a 34% yield). (1) The reactants are [F:1][C:2]1[CH:7]=[CH:6][C:5]([F:8])=[CH:4][C:3]=1[OH:9].[Br:10]Br. The catalyst is C(Cl)(Cl)Cl. The product is [Br:10][C:6]1[C:5]([F:8])=[CH:4][C:3]([OH:9])=[C:2]([F:1])[CH:7]=1. The yield is 0.810. (2) The reactants are [CH3:1][N:2]([CH3:21])[CH2:3][CH2:4][NH:5][C:6]1[N:7]=[N+:8]([O-:20])[C:9]2[C:19]3[CH2:18][CH2:17][CH2:16][CH2:15][C:14]=3[CH:13]=[CH:12][C:10]=2[N:11]=1.C(O)(C(F)(F)F)=[O:23]. The catalyst is C(Cl)Cl.N. The product is [O-:20][N+:8]1[C:9]2[C:19]3[CH2:18][CH2:17][CH2:16][CH2:15][C:14]=3[CH:13]=[CH:12][C:10]=2[N+:11]([O-:23])=[C:6]([NH:5][CH2:4][CH2:3][N:2]([CH3:21])[CH3:1])[N:7]=1. The yield is 0.520.